Dataset: Forward reaction prediction with 1.9M reactions from USPTO patents (1976-2016). Task: Predict the product of the given reaction. (1) Given the reactants Br[C:2]1[CH:3]=[C:4]([C:10]2[CH:11]=[CH:12][C:13]([C:17]([O:19][C:20]([CH3:23])([CH3:22])[CH3:21])=[O:18])=[N:14][C:15]=2[CH3:16])[CH:5]=[CH:6][C:7]=1[O:8][CH3:9].[CH3:24][C:25]1([CH3:41])[C:29]([CH3:31])([CH3:30])[O:28][B:27]([B:27]2[O:28][C:29]([CH3:31])([CH3:30])[C:25]([CH3:41])([CH3:24])[O:26]2)[O:26]1.CC([O-])=O.[K+].C(Cl)Cl, predict the reaction product. The product is: [CH3:9][O:8][C:7]1[CH:6]=[CH:5][C:4]([C:10]2[CH:11]=[CH:12][C:13]([C:17]([O:19][C:20]([CH3:23])([CH3:22])[CH3:21])=[O:18])=[N:14][C:15]=2[CH3:16])=[CH:3][C:2]=1[B:27]1[O:28][C:29]([CH3:31])([CH3:30])[C:25]([CH3:41])([CH3:24])[O:26]1. (2) Given the reactants Br[CH2:2][C:3]([C:5]1[S:6][C:7]([C:10]2[CH:15]=[CH:14][CH:13]=[CH:12][N:11]=2)=[CH:8][CH:9]=1)=O.[N:16]1([CH2:22][CH2:23][CH2:24][NH:25][C:26]([NH2:28])=[S:27])[CH2:21][CH2:20][O:19][CH2:18][CH2:17]1.C(N(CC)C(C)C)(C)C.[S:38]1[CH:42]=[CH:41][CH:40]=[C:39]1[C:43](Cl)=[O:44], predict the reaction product. The product is: [O:19]1[CH2:18][CH2:17][N:16]([CH2:22][CH2:23][CH2:24][N:25]([C:26]2[S:27][CH:2]=[C:3]([C:5]3[S:6][C:7]([C:10]4[CH:15]=[CH:14][CH:13]=[CH:12][N:11]=4)=[CH:8][CH:9]=3)[N:28]=2)[C:43]([C:39]2[S:38][CH:42]=[CH:41][CH:40]=2)=[O:44])[CH2:21][CH2:20]1. (3) Given the reactants [NH2:1][C:2]1[C:24]([C:25](=[O:32])[NH:26][CH:27]2[CH2:31][CH2:30][CH2:29][CH2:28]2)=[C:5]2[N:6]=[CH:7][C:8]([C:17]3[CH:22]=[CH:21][CH:20]=[CH:19][C:18]=3[Cl:23])=[C:9]([C:10]3[CH:15]=[CH:14][C:13]([Cl:16])=[CH:12][CH:11]=3)[N:4]2[N:3]=1.Cl[CH2:34][CH2:35][O:36][CH2:37][CH2:38]Cl, predict the reaction product. The product is: [Cl:23][C:18]1[CH:19]=[CH:20][CH:21]=[CH:22][C:17]=1[C:8]1[CH:7]=[N:6][C:5]2[N:4]([N:3]=[C:2]([N:1]3[CH2:38][CH2:37][O:36][CH2:35][CH2:34]3)[C:24]=2[C:25](=[O:32])[NH:26][CH2:27][CH2:31][CH2:30][CH2:29][CH3:28])[C:9]=1[C:10]1[CH:15]=[CH:14][C:13]([Cl:16])=[CH:12][CH:11]=1. (4) Given the reactants [CH-:1]1[CH:5]=[CH:4][CH:3]=[CH:2]1.[CH-:6]1[CH:10]=[CH:9][CH:8]=[CH:7]1.[Fe+2:11].[Cl:12][C:13]1[CH:21]=[CH:20][CH:19]=[CH:18][C:14]=1[C:15](Cl)=[O:16].C(Cl)Cl.[Al+3].[Cl-].[Cl-].[Cl-], predict the reaction product. The product is: [Cl:12][C:13]1[CH:21]=[CH:20][CH:19]=[CH:18][C:14]=1[C:15]([C-:1]1[CH:5]=[CH:4][CH:3]=[CH:2]1)=[O:16].[CH-:6]1[CH:10]=[CH:9][CH:8]=[CH:7]1.[Fe+2:11]. (5) Given the reactants Br[C:2]1[CH:8]2[CH2:9][CH:5]([CH2:6][CH2:7]2)[C:4](=[O:10])[CH:3]=1.[CH3:11][O:12][CH2:13][CH2:14][O:15][CH2:16][C:17]1[N:25]=[C:24]([C:26]([F:29])([F:28])[F:27])[CH:23]=[CH:22][C:18]=1[C:19]([OH:21])=[O:20].CCN(C(C)C)C(C)C, predict the reaction product. The product is: [CH3:11][O:12][CH2:13][CH2:14][O:15][CH2:16][C:17]1[C:18]([C:19]([O:21][C:2]2[CH:8]3[CH2:9][CH:5]([CH2:6][CH2:7]3)[C:4](=[O:10])[CH:3]=2)=[O:20])=[CH:22][CH:23]=[C:24]([C:26]([F:29])([F:27])[F:28])[N:25]=1.